Dataset: Full USPTO retrosynthesis dataset with 1.9M reactions from patents (1976-2016). Task: Predict the reactants needed to synthesize the given product. (1) Given the product [C:10]([C:14]1[CH:19]=[CH:18][C:17]([C:2]2[CH:8]=[CH:7][CH:6]=[C:5]([C:17]3[CH:18]=[CH:19][C:14]([C:10]([CH3:13])([CH3:12])[CH3:11])=[CH:15][CH:16]=3)[C:3]=2[NH2:4])=[CH:16][CH:15]=1)([CH3:13])([CH3:12])[CH3:11], predict the reactants needed to synthesize it. The reactants are: Br[C:2]1[CH:8]=[CH:7][CH:6]=[C:5](Br)[C:3]=1[NH2:4].[C:10]([C:14]1[CH:19]=[CH:18][C:17](B(O)O)=[CH:16][CH:15]=1)([CH3:13])([CH3:12])[CH3:11]. (2) Given the product [Cl:25][C:21]1[C:20]([CH3:26])=[C:19]([S:16]([NH:15][C:12]2[CH:13]=[CH:14][C:9]3[N:8]=[C:7]([CH3:27])[N:6]([CH2:5][CH2:4][OH:3])[C:10]=3[CH:11]=2)(=[O:17])=[O:18])[CH:24]=[CH:23][CH:22]=1, predict the reactants needed to synthesize it. The reactants are: C([O:3][C:4](=O)[CH2:5][N:6]1[C:10]2[CH:11]=[C:12]([NH:15][S:16]([C:19]3[CH:24]=[CH:23][CH:22]=[C:21]([Cl:25])[C:20]=3[CH3:26])(=[O:18])=[O:17])[CH:13]=[CH:14][C:9]=2[N:8]=[C:7]1[CH3:27])C.[H-].[H-].[H-].[H-].[Li+].[Al+3]. (3) Given the product [F:44][C:4]([F:3])([F:43])[C:5]1[CH:6]=[C:7]([C:15]([CH3:42])([CH3:41])[C:16]([N:18]([C:20]2[CH:21]=[N:22][C:23]([N:34]3[CH2:35][CH2:36][N:37]([CH3:40])[CH2:38][CH2:39]3)=[CH:24][C:25]=2[C:26]2[CH:31]=[CH:30][CH:29]=[CH:28][C:27]=2[CH2:32][OH:33])[CH3:19])=[O:17])[CH:8]=[C:9]([C:11]([F:12])([F:13])[F:14])[CH:10]=1, predict the reactants needed to synthesize it. The reactants are: [BH4-].[Na+].[F:3][C:4]([F:44])([F:43])[C:5]1[CH:6]=[C:7]([C:15]([CH3:42])([CH3:41])[C:16]([N:18]([C:20]2[CH:21]=[N:22][C:23]([N:34]3[CH2:39][CH2:38][N:37]([CH3:40])[CH2:36][CH2:35]3)=[CH:24][C:25]=2[C:26]2[CH:31]=[CH:30][CH:29]=[CH:28][C:27]=2[CH:32]=[O:33])[CH3:19])=[O:17])[CH:8]=[C:9]([C:11]([F:14])([F:13])[F:12])[CH:10]=1. (4) Given the product [CH2:5]([O:12][C:13]1[CH:14]=[CH:15][C:16]([CH:17]=[C:45]2[CH2:46][CH2:47][C:42]3([O:49][CH2:39][CH2:40][O:41]3)[CH2:43][CH2:44]2)=[CH:37][CH:38]=1)[C:6]1[CH:7]=[CH:8][CH:9]=[CH:10][CH:11]=1, predict the reactants needed to synthesize it. The reactants are: [Na].[H-].[Na+].[Br-].[CH2:5]([O:12][C:13]1[CH:38]=[CH:37][C:16]([CH2:17][P+](C2C=CC=CC=2)(C2C=CC=CC=2)C2C=CC=CC=2)=[CH:15][CH:14]=1)[C:6]1[CH:11]=[CH:10][CH:9]=[CH:8][CH:7]=1.[CH2:39]1[O:49][C:42]2([CH2:47][CH2:46][C:45](=O)[CH2:44][CH2:43]2)[O:41][CH2:40]1. (5) Given the product [O:37]1[CH2:38][CH2:39][N:34]([C:32](=[O:33])[CH2:31][N:24]2[C:25]3[C:30](=[CH:29][CH:28]=[CH:27][CH:26]=3)[C:22]3[CH:21]=[CH:20][N:19]=[C:18]([CH:17]=[O:43])[C:23]2=3)[CH2:35][CH2:36]1, predict the reactants needed to synthesize it. The reactants are: NCCCCN([CH2:17][C:18]1[C:23]2[N:24]([CH2:31][C:32]([N:34]3[CH2:39][CH2:38][O:37][CH2:36][CH2:35]3)=[O:33])[C:25]3[C:30]([C:22]=2[CH:21]=[CH:20][N:19]=1)=[CH:29][CH:28]=[CH:27][CH:26]=3)[C@@H]1C2N=CC=CC=2CCC1.FC(F)(F)C(O)=[O:43].[OH-].[Na+].O. (6) Given the product [Br:24][C:7]1[CH:6]=[C:5]([CH2:4][C:3]([OH:2])=[O:25])[CH:10]=[C:9]([Br:11])[C:8]=1[O:12][C:13]1[CH:14]=[C:15]([CH:21]([CH3:23])[CH3:22])[C:16]([O:19][CH3:20])=[CH:17][C:18]=1[C:30](=[O:31])[C:29]1[CH:33]=[CH:34][CH:35]=[C:27]([I:26])[CH:28]=1, predict the reactants needed to synthesize it. The reactants are: C[O:2][C:3](=[O:25])[CH2:4][C:5]1[CH:10]=[C:9]([Br:11])[C:8]([O:12][C:13]2[CH:18]=[CH:17][C:16]([O:19][CH3:20])=[C:15]([CH:21]([CH3:23])[CH3:22])[CH:14]=2)=[C:7]([Br:24])[CH:6]=1.[I:26][C:27]1[CH:28]=[C:29]([CH:33]=[CH:34][CH:35]=1)[C:30](Cl)=[O:31]. (7) Given the product [CH3:9][C:4]1([CH2:7][NH2:8])[CH2:5][CH2:6][O:1][CH2:2][CH2:3]1, predict the reactants needed to synthesize it. The reactants are: [O:1]1[CH2:6][CH2:5][CH:4]([C:7]#[N:8])[CH2:3][CH2:2]1.[CH3:9][Si](C)(C)[N-][Si](C)(C)C.[Li+].CI.